Task: Predict the reaction yield, written as a fraction of the theoretical maximum amount of product (1.0 means a 100% yield; for example, 0.34 means a 34% yield).. Dataset: Reaction yield outcomes from USPTO patents with 853,638 reactions (1) The reactants are [OH:1][CH2:2][CH2:3][N:4]1[C:12]2[C:7](=[CH:8][C:9]([N+:13]([O-])=O)=[CH:10][CH:11]=2)[CH:6]=[C:5]1[C:16]([CH3:21])([CH3:20])[CH2:17][CH2:18][OH:19]. The catalyst is [Ni].CO. The product is [NH2:13][C:9]1[CH:8]=[C:7]2[C:12](=[CH:11][CH:10]=1)[N:4]([CH2:3][CH2:2][OH:1])[C:5]([C:16]([CH3:21])([CH3:20])[CH2:17][CH2:18][OH:19])=[CH:6]2. The yield is 0.260. (2) The reactants are I[C:2]1[CH:3]=[C:4]([C:8]2[O:12][N:11]=[C:10]([CH2:13][S:14][C:15]3[N:19]([CH3:20])[C:18]([C:21]4[S:22][CH:23]=[CH:24][CH:25]=4)=[N:17][N:16]=3)[N:9]=2)[CH:5]=[CH:6][CH:7]=1.[O:26]1[CH:30]=[CH:29][C:28](B(O)O)=[CH:27]1.COCCOC.C(=O)([O-])[O-].[Na+].[Na+]. The catalyst is C(OCC)(=O)C.C1C=CC([P]([Pd]([P](C2C=CC=CC=2)(C2C=CC=CC=2)C2C=CC=CC=2)([P](C2C=CC=CC=2)(C2C=CC=CC=2)C2C=CC=CC=2)[P](C2C=CC=CC=2)(C2C=CC=CC=2)C2C=CC=CC=2)(C2C=CC=CC=2)C2C=CC=CC=2)=CC=1. The product is [O:26]1[CH:30]=[CH:29][C:28]([C:2]2[CH:3]=[C:4]([C:8]3[O:12][N:11]=[C:10]([CH2:13][S:14][C:15]4[N:19]([CH3:20])[C:18]([C:21]5[S:22][CH:23]=[CH:24][CH:25]=5)=[N:17][N:16]=4)[N:9]=3)[CH:5]=[CH:6][CH:7]=2)=[CH:27]1. The yield is 0.570. (3) The reactants are [F:1][C:2]([F:11])([F:10])[C:3]1[CH:4]=[C:5]([CH:7]=[CH:8][CH:9]=1)[NH2:6].[Br:12][C:13]1[CH:14]=[C:15]2[C:20](=[C:21]([N+:24]([O-:26])=[O:25])[C:22]=1[CH3:23])[N:19]=[CH:18][N:17]=[C:16]2Cl. The catalyst is CC(O)C. The product is [Br:12][C:13]1[CH:14]=[C:15]2[C:20](=[C:21]([N+:24]([O-:26])=[O:25])[C:22]=1[CH3:23])[N:19]=[CH:18][N:17]=[C:16]2[NH:6][C:5]1[CH:7]=[CH:8][CH:9]=[C:3]([C:2]([F:10])([F:11])[F:1])[CH:4]=1. The yield is 0.480. (4) The reactants are C([C@@H]1COC(=O)N1C(=O)[C@H]([CH2:19][S:20]([N:23]1[CH2:28][CH2:27][N:26]([C:29]2[N:34]=[CH:33][C:32]([C:35]3[CH:40]=[CH:39][C:38]([F:41])=[CH:37][CH:36]=3)=[CH:31][N:30]=2)[CH2:25][CH2:24]1)(=[O:22])=[O:21])C(C)C)C1C=CC=CC=1.Cl.Cl.FC1C=CC(C2C=NC(N3CCNCC3)=NC=2)=CC=1.[CH3:64][O:65][C:66]([C:68]1(CS(Cl)(=O)=O)[CH2:73][CH2:72][CH2:71][CH2:70][CH2:69]1)=[O:67]. No catalyst specified. The product is [CH3:64][O:65][C:66]([C:68]1([CH2:19][S:20]([N:23]2[CH2:24][CH2:25][N:26]([C:29]3[N:34]=[CH:33][C:32]([C:35]4[CH:36]=[CH:37][C:38]([F:41])=[CH:39][CH:40]=4)=[CH:31][N:30]=3)[CH2:27][CH2:28]2)(=[O:22])=[O:21])[CH2:73][CH2:72][CH2:71][CH2:70][CH2:69]1)=[O:67]. The yield is 0.480. (5) The reactants are [ClH:1].N[C:3]1[C:12]2[NH:11][C:10](=[O:13])[CH2:9][O:8][C:7]=2[CH:6]=[CH:5][CH:4]=1.N([O-])=O.[Na+].[S:18](=[O:20])=[O:19]. The catalyst is C(#N)C.O.O.O.[Cu](Cl)Cl.C(O)(=O)C. The product is [O:13]=[C:10]1[CH2:9][O:8][C:7]2[CH:6]=[CH:5][CH:4]=[C:3]([S:18]([Cl:1])(=[O:20])=[O:19])[C:12]=2[NH:11]1. The yield is 0.110.